Dataset: Peptide-MHC class I binding affinity with 185,985 pairs from IEDB/IMGT. Task: Regression. Given a peptide amino acid sequence and an MHC pseudo amino acid sequence, predict their binding affinity value. This is MHC class I binding data. (1) The peptide sequence is SHEQGDIAL. The MHC is HLA-A26:01 with pseudo-sequence HLA-A26:01. The binding affinity (normalized) is 0.0847. (2) The MHC is HLA-B38:01 with pseudo-sequence HLA-B38:01. The binding affinity (normalized) is 0.541. The peptide sequence is DHINVELSL. (3) The peptide sequence is SFNCGGEFF. The MHC is HLA-A01:01 with pseudo-sequence HLA-A01:01. The binding affinity (normalized) is 0. (4) The peptide sequence is WSDLNTTDF. The MHC is HLA-B46:01 with pseudo-sequence HLA-B46:01. The binding affinity (normalized) is 0.0847. (5) The peptide sequence is ITSQDVLYSW. The MHC is HLA-A02:07 with pseudo-sequence YFAMYGEKVAHTHVDTLYVRCHYYTWAVLAYTWY. The binding affinity (normalized) is 0.0205. (6) The peptide sequence is KVFSFWLLCK. The MHC is HLA-A31:01 with pseudo-sequence HLA-A31:01. The binding affinity (normalized) is 0.794. (7) The peptide sequence is LPEFERRTL. The MHC is HLA-B27:05 with pseudo-sequence HLA-B27:05. The binding affinity (normalized) is 0.0847. (8) The peptide sequence is IQNVPGPHR. The MHC is HLA-A03:01 with pseudo-sequence HLA-A03:01. The binding affinity (normalized) is 0.163.